From a dataset of Experimentally validated miRNA-target interactions with 360,000+ pairs, plus equal number of negative samples. Binary Classification. Given a miRNA mature sequence and a target amino acid sequence, predict their likelihood of interaction. (1) The miRNA is hsa-miR-6737-3p with sequence UCUGUGCUUCACCCCUACCCAG. The protein sequence of the target gene is MDGSGERSLPEPGSQSSAASDDIEIVVNVGGVRQVLYGDLLSQYPETRLAELINCLAGGYDTIFSLCDDYDPGKREFYFDRDPDAFKCVIEVYYFGEVHMKKGICPICFKNEMDFWKVDLKFLDDCCKSHLSEKREELEEIARRVQLILDDLGVDAAEGRWRRCQKCVWKFLEKPESSCPARVVAVLSFLLILVSSVVMCMGTIPELQVLDAEGNRVEHPTLENVETACIGWFTLEYLLRLFSSPNKLHFALSFMNIVDVLAILPFYVSLTLTHLGARMMELTNVQQAVQALRIMRIARI.... Result: 0 (no interaction). (2) The miRNA is mmu-miR-15a-5p with sequence UAGCAGCACAUAAUGGUUUGUG. The protein sequence of the target gene is MKKFKRRLSLTLRGSQTIDESLSELAEQMTIEESSSKDNEPIVKNGRPPTSHSVHSFLHQYTGSFKKPPLRRPHSVIGGSLGSFMAMPRNGSRLDIVHENLKMGSDGESDQASGTSSDEVQSPTGVCLRNRIHRRISMEDLNKRLSLPADIRIPDGYLEKLQISSPPFDQPMSRRSRRASLSEIGFGKMETYIKLEKLGEGTYATVYKGRSKLTENLVALKEIRLEHEEGAPCTAIREVSLLKDLKHANIVTLHDIVHTDKSLTLVFEYLDKDLKQYMDDCGNIMSMHNVKLFLYQILRG.... Result: 1 (interaction). (3) The miRNA is hsa-miR-4662a-3p with sequence AAAGAUAGACAAUUGGCUAAAU. The protein sequence of the target gene is MACSIVQFCSFQDLQSARDFLFPHLREETPGALKRDPSKTSSWEDDSWGAWEETEPREPEEEGNTSKTQKNSWLQECVLSLSPTSDLMVIAREQKAAFLVRKWKHGDKGKEEMQFAVGWSGSVSAEEGEYVTSALCIPLASQKRSSTGRPDWTCIVVGFTSGYVRFYTEGVLLLAQLLNEDKVLQLKCRTYEIPRHPGVTEQNEELSILYPAAIVTIDGFSLFQSLRACRNQVAKAAASGNENIQPPPLAYKKWGLQDIDTIIDHASVGIMTLSPFDQMKTASNIGGFNAAIKNSPPAMS.... Result: 0 (no interaction).